This data is from Full USPTO retrosynthesis dataset with 1.9M reactions from patents (1976-2016). The task is: Predict the reactants needed to synthesize the given product. (1) Given the product [C:1]([C:3]1[C:4]([N:22]2[CH2:23][CH2:24][CH:25]([C:28](=[O:29])[NH:40][S:37]([CH2:36][CH:31]3[CH2:35][CH2:34][CH2:33][CH2:32]3)(=[O:39])=[O:38])[CH2:26][CH2:27]2)=[N:5][C:6]([CH2:14][N:15]2[CH2:20][CH2:19][CH2:18][CH2:17][C:16]2=[O:21])=[C:7]([CH:8]=1)[C:9]([O:11][CH2:12][CH3:13])=[O:10])#[N:2], predict the reactants needed to synthesize it. The reactants are: [C:1]([C:3]1[C:4]([N:22]2[CH2:27][CH2:26][CH:25]([C:28](O)=[O:29])[CH2:24][CH2:23]2)=[N:5][C:6]([CH2:14][N:15]2[CH2:20][CH2:19][CH2:18][CH2:17][C:16]2=[O:21])=[C:7]([C:9]([O:11][CH2:12][CH3:13])=[O:10])[CH:8]=1)#[N:2].[CH:31]1([CH2:36][S:37]([NH2:40])(=[O:39])=[O:38])[CH2:35][CH2:34][CH2:33][CH2:32]1. (2) Given the product [N:1]([C:4]1[CH:13]=[CH:12][CH:11]=[C:10]2[C:5]=1[CH:6]=[CH:7][C:8](=[O:16])[C:9]2=[O:14])=[N+:2]=[N-:3], predict the reactants needed to synthesize it. The reactants are: [N:1]([C:4]1[CH:13]=[CH:12][CH:11]=[C:10]2[C:5]=1[CH2:6][CH2:7][CH2:8][C:9]2=[O:14])=[N+:2]=[N-:3].[Se](=O)=[O:16]. (3) Given the product [CH3:10][C:8]([O:11][C:12](=[O:23])[NH:13][CH2:14][CH2:15][C@H:16]([OH:22])[C:17]1[S:18][CH:19]=[CH:20][N:21]=1)([CH3:7])[CH3:9], predict the reactants needed to synthesize it. The reactants are: B.O1CCCC1.[CH3:7][C:8]([O:11][C:12](=[O:23])[NH:13][CH2:14][CH2:15][C:16](=[O:22])[C:17]1[S:18][CH:19]=[CH:20][N:21]=1)([CH3:10])[CH3:9].CO.C(OCC)(=O)C. (4) Given the product [Br:1][C:2]1[CH:10]=[C:9]2[C:5]([C:6]([CH2:20][N:21]([CH3:22])[C:38](=[O:39])[O:40][C:41]([CH3:42])([CH3:43])[CH3:44])=[CH:7][N:8]2[S:11]([C:14]2[CH:15]=[N:16][CH:17]=[CH:18][CH:19]=2)(=[O:12])=[O:13])=[CH:4][CH:3]=1, predict the reactants needed to synthesize it. The reactants are: [Br:1][C:2]1[CH:10]=[C:9]2[C:5]([C:6]([CH2:20][NH:21][CH3:22])=[CH:7][N:8]2[S:11]([C:14]2[CH:15]=[N:16][CH:17]=[CH:18][CH:19]=2)(=[O:13])=[O:12])=[CH:4][CH:3]=1.C(N(CC)CC)C.[C:38](O[C:38]([O:40][C:41]([CH3:44])([CH3:43])[CH3:42])=[O:39])([O:40][C:41]([CH3:44])([CH3:43])[CH3:42])=[O:39].O. (5) Given the product [F:1][C:2]([F:7])([F:6])[C:3]([OH:5])=[O:4].[CH:37]1([N:32]2[C:33]3[C:28](=[CH:27][C:26]([F:44])=[C:25]([N:22]4[CH2:23][CH2:24][C:19](=[CH:17][CH2:16][NH:15][CH3:8])[CH2:20][CH2:21]4)[C:34]=3[O:35][CH3:36])[C:29](=[O:43])[C:30]([C:40]([OH:42])=[O:41])=[CH:31]2)[CH2:38][CH2:39]1, predict the reactants needed to synthesize it. The reactants are: [F:1][C:2]([F:7])([F:6])[C:3]([OH:5])=[O:4].[CH2:8]([N:15](C)[CH2:16][C:17](=[C:19]1[CH2:24][CH2:23][N:22]([C:25]2[C:34]([O:35][CH3:36])=[C:33]3[C:28]([C:29](=[O:43])[C:30]([C:40]([OH:42])=[O:41])=[CH:31][N:32]3[CH:37]3[CH2:39][CH2:38]3)=[CH:27][C:26]=2[F:44])[CH2:21][CH2:20]1)Cl)C1C=CC=CC=1. (6) Given the product [C:4]([O:8][C:9]([NH:11][C:12]1[CH:17]=[CH:16][C:15]([Cl:18])=[CH:14][C:13]=1[C:19]1[CH:27]=[C:26]2[N:22]([CH:23]([C:28]([O:30][CH2:33][C:34](=[O:35])[C:36]3[CH:37]=[C:38]4[C:42](=[CH:43][CH:44]=3)[NH:41][C:40](=[O:45])[CH2:39]4)=[O:29])[CH2:24][CH2:25]2)[C:21](=[O:31])[CH:20]=1)=[O:10])([CH3:7])([CH3:5])[CH3:6], predict the reactants needed to synthesize it. The reactants are: C(#N)C.[C:4]([O:8][C:9]([NH:11][C:12]1[CH:17]=[CH:16][C:15]([Cl:18])=[CH:14][C:13]=1[C:19]1[CH:27]=[C:26]2[N:22]([CH:23]([C:28]([OH:30])=[O:29])[CH2:24][CH2:25]2)[C:21](=[O:31])[CH:20]=1)=[O:10])([CH3:7])([CH3:6])[CH3:5].Br[CH2:33][C:34]([C:36]1[CH:37]=[C:38]2[C:42](=[CH:43][CH:44]=1)[NH:41][C:40](=[O:45])[CH2:39]2)=[O:35].C(N(CC)C(C)C)(C)C. (7) Given the product [OH:29][C@@H:27]([C@H:23]1[C:22](=[O:30])[N:21]2[C@@H:24]1[C@@H:25]([CH3:26])[C:19]([S:18][C:15]1[S:16][CH:17]=[C:13]([C:9]3[CH2:8][NH:7][C@H:11]([CH3:12])[CH:10]=3)[N:14]=1)=[C:20]2[C:31]([OH:33])=[O:32])[CH3:28], predict the reactants needed to synthesize it. The reactants are: C(OC([N:7]1[C@@H:11]([CH3:12])[CH:10]=[C:9]([C:13]2[N:14]=[C:15]([S:18][C:19]3[C@H:25]([CH3:26])[C@H:24]4[N:21]([C:22](=[O:30])[C@@H:23]4[C@H:27]([OH:29])[CH3:28])[C:20]=3[C:31]([O:33]CC=C)=[O:32])[S:16][CH:17]=2)[CH2:8]1)=O)C=C.C(O)(=O)C.C([SnH](CCCC)CCCC)CCC.P([O-])([O-])([O-])=O.